This data is from hERG potassium channel inhibition data for cardiac toxicity prediction from Karim et al.. The task is: Regression/Classification. Given a drug SMILES string, predict its toxicity properties. Task type varies by dataset: regression for continuous values (e.g., LD50, hERG inhibition percentage) or binary classification for toxic/non-toxic outcomes (e.g., AMES mutagenicity, cardiotoxicity, hepatotoxicity). Dataset: herg_karim. (1) The result is 1 (blocker). The compound is C(#Cc1cc(-c2n[nH]c3c2Cc2cc(Cn4ccnc4)ccc2-3)cs1)COc1ccccc1. (2) The molecule is COc1ccc2ncc(F)c(CCC34CCC(N(C)C(=O)c5ccc6c(n5)NC(=O)CO6)(CC3)CO4)c2n1. The result is 0 (non-blocker).